Dataset: Full USPTO retrosynthesis dataset with 1.9M reactions from patents (1976-2016). Task: Predict the reactants needed to synthesize the given product. The reactants are: [NH2:1][C:2]1[C:11]([C:12]([O-:14])=[O:13])=[CH:10][CH:9]=[C:8]2[C:3]=1[C:4]([C:17]1[CH:22]=[CH:21][CH:20]=[C:19]([NH2:23])[CH:18]=1)=[N:5][C:6]([S:15][CH3:16])=[N:7]2.[OH-].[K+].Cl. Given the product [NH2:1][C:2]1[C:11]([C:12]([OH:14])=[O:13])=[CH:10][CH:9]=[C:8]2[C:3]=1[C:4]([C:17]1[CH:22]=[CH:21][CH:20]=[C:19]([NH2:23])[CH:18]=1)=[N:5][C:6]([S:15][CH3:16])=[N:7]2, predict the reactants needed to synthesize it.